This data is from Catalyst prediction with 721,799 reactions and 888 catalyst types from USPTO. The task is: Predict which catalyst facilitates the given reaction. Reactant: [C:1]1(/[C:7](/[CH2:37][CH3:38])=[C:8](\[C:24]2[CH:29]=[CH:28][C:27](/[CH:30]=[CH:31]/[C:32]([O:34][CH2:35][CH3:36])=[O:33])=[CH:26][CH:25]=2)/[C:9]2[CH:10]=[C:11]3[C:15](=[CH:16][CH:17]=2)[N:14](C2CCCCO2)[N:13]=[CH:12]3)[CH:6]=[CH:5][CH:4]=[CH:3][CH:2]=1. Product: [NH:14]1[C:15]2[C:11](=[CH:10][C:9](/[C:8](/[C:24]3[CH:25]=[CH:26][C:27](/[CH:30]=[CH:31]/[C:32]([O:34][CH2:35][CH3:36])=[O:33])=[CH:28][CH:29]=3)=[C:7](/[C:1]3[CH:6]=[CH:5][CH:4]=[CH:3][CH:2]=3)\[CH2:37][CH3:38])=[CH:17][CH:16]=2)[CH:12]=[N:13]1. The catalyst class is: 361.